From a dataset of Forward reaction prediction with 1.9M reactions from USPTO patents (1976-2016). Predict the product of the given reaction. Given the reactants Br[C:2]1[N:7]=[C:6]([NH:8][CH2:9][CH:10]2[CH2:15][CH2:14][O:13][CH2:12][CH2:11]2)[C:5]([Cl:16])=[N:4][CH:3]=1.C([O-])([O-])=O.[Na+].[Na+].[Cl:23][C:24]1[C:25](B(O)O)=[CH:26][C:27]([F:30])=[N:28][CH:29]=1.C(Cl)Cl, predict the reaction product. The product is: [Cl:16][C:5]1[C:6]([NH:8][CH2:9][CH:10]2[CH2:15][CH2:14][O:13][CH2:12][CH2:11]2)=[N:7][C:2]([C:25]2[C:24]([Cl:23])=[CH:29][N:28]=[C:27]([F:30])[CH:26]=2)=[CH:3][N:4]=1.